From a dataset of Reaction yield outcomes from USPTO patents with 853,638 reactions. Predict the reaction yield, written as a fraction of the theoretical maximum amount of product (1.0 means a 100% yield; for example, 0.34 means a 34% yield). The reactants are [Cl:1][C:2]1[C:3]([C:8]2([O:18][CH3:19])[CH2:17][CH2:16][C:11]3(OCC[O:12]3)[CH2:10][CH2:9]2)=[N:4][CH:5]=[CH:6][CH:7]=1.Cl. The catalyst is O1CCOCC1. The product is [Cl:1][C:2]1[C:3]([C:8]2([O:18][CH3:19])[CH2:9][CH2:10][C:11](=[O:12])[CH2:16][CH2:17]2)=[N:4][CH:5]=[CH:6][CH:7]=1. The yield is 0.940.